Dataset: Full USPTO retrosynthesis dataset with 1.9M reactions from patents (1976-2016). Task: Predict the reactants needed to synthesize the given product. (1) Given the product [CH3:12][C:4]1[CH:3]=[C:2]([B:16]2[O:17][C:18]([CH3:20])([CH3:19])[C:14]([CH3:30])([CH3:13])[O:15]2)[C:7]([C:8]([O:10][CH3:11])=[O:9])=[CH:6][N:5]=1, predict the reactants needed to synthesize it. The reactants are: Cl[C:2]1[C:7]([C:8]([O:10][CH3:11])=[O:9])=[CH:6][N:5]=[C:4]([CH3:12])[CH:3]=1.[CH3:13][C:14]1([CH3:30])[C:18]([CH3:20])([CH3:19])[O:17][B:16]([B:16]2[O:17][C:18]([CH3:20])([CH3:19])[C:14]([CH3:30])([CH3:13])[O:15]2)[O:15]1.C([O-])(=O)C.[K+]. (2) Given the product [CH3:9][O:10][C:11]1[CH:23]=[C:22]2[C:14]([C:15]3[CH:16]=[C:17]([C:26]4[CH:27]=[CH:28][C:29]([O:32][CH3:33])=[CH:30][CH:31]=4)[CH:18]=[C:19]([C:24]([NH2:25])=[O:2])[C:20]=3[NH:21]2)=[CH:13][CH:12]=1, predict the reactants needed to synthesize it. The reactants are: C(=O)([O-])[O-:2].[Na+].[Na+].OO.[CH3:9][O:10][C:11]1[CH:23]=[C:22]2[C:14]([C:15]3[CH:16]=[C:17]([C:26]4[CH:31]=[CH:30][C:29]([O:32][CH3:33])=[CH:28][CH:27]=4)[CH:18]=[C:19]([C:24]#[N:25])[C:20]=3[NH:21]2)=[CH:13][CH:12]=1.[OH-].[Na+]. (3) Given the product [Cl:1][C:2]1[CH:18]=[CH:17][C:5]2[CH2:6][CH2:7][NH:8][CH2:9][CH2:10][C:4]=2[C:3]=1[NH:19][CH2:20][C:21]1[CH:22]=[CH:23][C:24]([C:27]2[N:28]=[C:29]([NH:32][C:33]([CH:35]3[CH2:37][CH2:36]3)=[O:34])[S:30][CH:31]=2)=[CH:25][CH:26]=1, predict the reactants needed to synthesize it. The reactants are: [Cl:1][C:2]1[CH:18]=[CH:17][C:5]2[CH2:6][CH2:7][N:8](C(=O)C(F)(F)F)[CH2:9][CH2:10][C:4]=2[C:3]=1[NH:19][CH2:20][C:21]1[CH:26]=[CH:25][C:24]([C:27]2[N:28]=[C:29]([NH:32][C:33]([CH:35]3[CH2:37][CH2:36]3)=[O:34])[S:30][CH:31]=2)=[CH:23][CH:22]=1.N. (4) Given the product [C+4:2].[C:36]([O:40][C:41]([NH:43][CH:44]([CH:50]([CH3:52])[CH3:51])[C:45]([O-:47])=[O:46])=[O:42])([CH3:39])([CH3:38])[CH3:37].[C:36]([O:40][C:41]([NH:43][CH:44]([CH:50]([CH3:52])[CH3:51])[C:45]([O-:47])=[O:46])=[O:42])([CH3:39])([CH3:38])[CH3:37].[C:36]([O:40][C:41]([NH:43][CH:44]([CH:50]([CH3:52])[CH3:51])[C:45]([O-:47])=[O:46])=[O:42])([CH3:39])([CH3:38])[CH3:37].[C:36]([O:40][C:41]([NH:43][CH:44]([CH:50]([CH3:52])[CH3:51])[C:45]([O-:47])=[O:46])=[O:42])([CH3:39])([CH3:38])[CH3:37], predict the reactants needed to synthesize it. The reactants are: Cl[C:2]1C=CC(C2C=C3C(C(C4C(F)=C(NS(CCC)(=O)=O)C=CC=4F)=O)=CNC3=NC=2)=CC=1.[OH-].[K+].[C:36]([O:40][C:41]([NH:43][CH:44]([CH:50]([CH3:52])[CH3:51])[C:45]([O:47]CCl)=[O:46])=[O:42])([CH3:39])([CH3:38])[CH3:37]. (5) Given the product [CH2:1]1[C:10]2[C:5](=[CH:6][CH:7]=[CH:8][CH:9]=2)[CH2:4][CH2:3][N:2]1[CH2:11][CH:12]([OH:30])[CH2:13][NH:14][C:15](=[O:29])[C:16]1[CH:21]=[CH:20][CH:19]=[C:18]([N:22]([CH3:31])[CH:23]2[CH2:24][CH2:25][O:26][CH2:27][CH2:28]2)[CH:17]=1, predict the reactants needed to synthesize it. The reactants are: [CH2:1]1[C:10]2[C:5](=[CH:6][CH:7]=[CH:8][CH:9]=2)[CH2:4][CH2:3][N:2]1[CH2:11][CH:12]([OH:30])[CH2:13][NH:14][C:15](=[O:29])[C:16]1[CH:21]=[CH:20][CH:19]=[C:18]([NH:22][CH:23]2[CH2:28][CH2:27][O:26][CH2:25][CH2:24]2)[CH:17]=1.[CH3:31]C(O)=O.C=O.[BH3-]C#N.[Na+]. (6) Given the product [C:1]([C:3]1[CH:4]=[CH:5][C:6]([CH2:9][CH2:10][N:11]2[CH2:18][CH2:17][C:14]([CH2:16][O:19][C:20]3[CH:27]=[CH:26][C:23]([CH:24]=[O:25])=[CH:22][CH:21]=3)([OH:15])[CH2:13][CH2:12]2)=[CH:7][CH:8]=1)#[N:2], predict the reactants needed to synthesize it. The reactants are: [C:1]([C:3]1[CH:8]=[CH:7][C:6]([CH2:9][CH2:10][N:11]2[CH2:18][CH2:17][C:14]3([CH2:16][O:15]3)[CH2:13][CH2:12]2)=[CH:5][CH:4]=1)#[N:2].[OH:19][C:20]1[CH:27]=[CH:26][C:23]([CH:24]=[O:25])=[CH:22][CH:21]=1.C(=O)([O-])[O-].[K+].[K+].C1OCCOCCOCCOCCOCCOC1. (7) Given the product [F:1][C:2]([F:30])([F:29])[C:3]1[CH:8]=[C:7]([C:9]([F:12])([F:11])[F:10])[CH:6]=[CH:5][C:4]=1[C:13]1[CH:17]=[C:16]([CH2:18][N:19]2[CH:24]=[C:23]3[N:25]=[C:26]([C:33]4[CH:34]=[C:35]([C:38](=[O:40])[CH3:39])[CH:36]=[CH:37][C:32]=4[F:31])[N:27]=[C:22]3[CH:21]=[N:20]2)[O:15][N:14]=1, predict the reactants needed to synthesize it. The reactants are: [F:1][C:2]([F:30])([F:29])[C:3]1[CH:8]=[C:7]([C:9]([F:12])([F:11])[F:10])[CH:6]=[CH:5][C:4]=1[C:13]1[CH:17]=[C:16]([CH2:18][N:19]2[CH:24]=[C:23]3[N:25]=[C:26](Br)[N:27]=[C:22]3[CH:21]=[N:20]2)[O:15][N:14]=1.[F:31][C:32]1[CH:37]=[CH:36][C:35]([C:38](=[O:40])[CH3:39])=[CH:34][C:33]=1B(O)O.